This data is from TCR-epitope binding with 47,182 pairs between 192 epitopes and 23,139 TCRs. The task is: Binary Classification. Given a T-cell receptor sequence (or CDR3 region) and an epitope sequence, predict whether binding occurs between them. (1) The epitope is FLASKIGRLV. The TCR CDR3 sequence is CASSLGGAINEQFF. Result: 0 (the TCR does not bind to the epitope). (2) The epitope is GTITSGWTF. The TCR CDR3 sequence is CASSDPLAGTYEQYF. Result: 0 (the TCR does not bind to the epitope). (3) The epitope is KLSYGIATV. The TCR CDR3 sequence is CASSEAGGTEAFF. Result: 0 (the TCR does not bind to the epitope). (4) The epitope is SGPLKAEIAQRLED. The TCR CDR3 sequence is CASSSPSGGAPYNEQFF. Result: 1 (the TCR binds to the epitope). (5) The epitope is LLFGYPVYV. The TCR CDR3 sequence is CASSPWGSPSYEQYF. Result: 1 (the TCR binds to the epitope). (6) The epitope is TSNQVAVLY. The TCR CDR3 sequence is CASSPSSWSGLLNTEAFF. Result: 1 (the TCR binds to the epitope). (7) The epitope is IYSKHTPINL. The TCR CDR3 sequence is CASSPRQGGTGELFF. Result: 0 (the TCR does not bind to the epitope).